From a dataset of Reaction yield outcomes from USPTO patents with 853,638 reactions. Predict the reaction yield, written as a fraction of the theoretical maximum amount of product (1.0 means a 100% yield; for example, 0.34 means a 34% yield). (1) The reactants are [Br:1][C:2]1[N:6]2[N:7]=[C:8](F)[CH:9]=[CH:10][C:5]2=[N:4][CH:3]=1.[NH2:12][CH2:13][CH2:14][C:15]([CH3:18])([OH:17])[CH3:16]. No catalyst specified. The product is [Br:1][C:2]1[N:6]2[N:7]=[C:8]([NH:12][CH2:13][CH2:14][C:15]([CH3:18])([OH:17])[CH3:16])[CH:9]=[CH:10][C:5]2=[N:4][CH:3]=1. The yield is 0.820. (2) The reactants are [NH2:1][C:2]1[CH:7]=[CH:6][C:5]([C:8]2[S:12][C:11]([CH:13]3[CH2:18][CH2:17][CH:16]([C:19]([O:21][CH3:22])=[O:20])[CH2:15][CH2:14]3)=[N:10][CH:9]=2)=[CH:4][CH:3]=1.[N:23]([C:26]1[CH:31]=[CH:30][CH:29]=[C:28]([C:32]([F:35])([F:34])[F:33])[CH:27]=1)=[C:24]=[O:25]. No catalyst specified. The product is [F:33][C:32]([F:34])([F:35])[C:28]1[CH:27]=[C:26]([NH:23][C:24](=[O:25])[NH:1][C:2]2[CH:3]=[CH:4][C:5]([C:8]3[S:12][C:11]([CH:13]4[CH2:14][CH2:15][CH:16]([C:19]([O:21][CH3:22])=[O:20])[CH2:17][CH2:18]4)=[N:10][CH:9]=3)=[CH:6][CH:7]=2)[CH:31]=[CH:30][CH:29]=1. The yield is 0.870. (3) The reactants are [CH3:1][C@@H:2]1[CH2:6][CH2:5][CH2:4][N:3]1[CH2:7][CH2:8][C:9]1[O:10][C:11]2[CH:17]=[CH:16][C:15]([C:18]3[CH:25]=[CH:24][C:21]([C:22]#[N:23])=[CH:20][CH:19]=3)=[CH:14][C:12]=2[CH:13]=1.[I:26]N1C(=O)CCC1=O. No catalyst specified. The product is [I:26][C:13]1[C:12]2[CH:14]=[C:15]([C:18]3[CH:19]=[CH:20][C:21]([C:22]#[N:23])=[CH:24][CH:25]=3)[CH:16]=[CH:17][C:11]=2[O:10][C:9]=1[CH2:8][CH2:7][N:3]1[CH2:4][CH2:5][CH2:6][C@H:2]1[CH3:1]. The yield is 0.180.